Dataset: Catalyst prediction with 721,799 reactions and 888 catalyst types from USPTO. Task: Predict which catalyst facilitates the given reaction. (1) Reactant: Cl.[CH2:2]1[C:7]2([CH2:12][CH2:11][NH:10][CH2:9][CH2:8]2)[CH2:6][CH2:5][N:4]([C:13]([O:15][C:16]([CH3:19])([CH3:18])[CH3:17])=[O:14])[CH2:3]1.[O:20]([C:27]1[CH:28]=[C:29]([CH:32]=[CH:33][CH:34]=1)[CH:30]=O)[C:21]1[CH:26]=[CH:25][CH:24]=[CH:23][CH:22]=1.C(N(CC)CC)C.C(O[BH-](OC(=O)C)OC(=O)C)(=O)C.[Na+].ClC(Cl)C. Product: [O:20]([C:27]1[CH:28]=[C:29]([CH:32]=[CH:33][CH:34]=1)[CH2:30][N:10]1[CH2:11][CH2:12][C:7]2([CH2:2][CH2:3][N:4]([C:13]([O:15][C:16]([CH3:19])([CH3:18])[CH3:17])=[O:14])[CH2:5][CH2:6]2)[CH2:8][CH2:9]1)[C:21]1[CH:22]=[CH:23][CH:24]=[CH:25][CH:26]=1. The catalyst class is: 9. (2) The catalyst class is: 236. Product: [Cl:1][C:2]1[CH:3]=[C:4]([C:10]([C:37](=[S:39])[CH3:38])([C:33]([F:35])([F:34])[F:36])[CH2:11][C:12]([C:14]2[CH:15]=[C:16]3[C:20](=[CH:21][CH:22]=2)[C:19]2([CH2:25][N:24]([C:26]([O:28][C:29]([CH3:32])([CH3:30])[CH3:31])=[O:27])[CH2:23]2)[O:18][CH2:17]3)=[O:13])[CH:5]=[C:6]([Cl:9])[C:7]=1[F:8]. Reactant: [Cl:1][C:2]1[CH:3]=[C:4]([C:10]([C:33]([F:36])([F:35])[F:34])=[CH:11][C:12]([C:14]2[CH:15]=[C:16]3[C:20](=[CH:21][CH:22]=2)[C:19]2([CH2:25][N:24]([C:26]([O:28][C:29]([CH3:32])([CH3:31])[CH3:30])=[O:27])[CH2:23]2)[O:18][CH2:17]3)=[O:13])[CH:5]=[C:6]([Cl:9])[C:7]=1[F:8].[C:37](O)(=[S:39])[CH3:38]. (3) Product: [F:1][C:2]1[C:3]([O:12][CH3:13])=[CH:4][C:5]([NH:34][C:31]2[CH:32]=[CH:33][C:28]([N:26]3[CH2:27][CH:24]([O:23][CH2:22][CH2:21][O:20][CH:15]4[CH2:16][CH2:17][CH2:18][CH2:19][O:14]4)[CH2:25]3)=[CH:29][CH:30]=2)=[C:6]([N+:8]([O-:10])=[O:9])[CH:7]=1. Reactant: [F:1][C:2]1[CH:7]=[C:6]([N+:8]([O-:10])=[O:9])[C:5](F)=[CH:4][C:3]=1[O:12][CH3:13].[O:14]1[CH2:19][CH2:18][CH2:17][CH2:16][CH:15]1[O:20][CH2:21][CH2:22][O:23][CH:24]1[CH2:27][N:26]([C:28]2[CH:33]=[CH:32][C:31]([NH2:34])=[CH:30][CH:29]=2)[CH2:25]1.C(N(C(C)C)CC)(C)C.O. The catalyst class is: 9.